From a dataset of Catalyst prediction with 721,799 reactions and 888 catalyst types from USPTO. Predict which catalyst facilitates the given reaction. Reactant: CCCC[N+](CCCC)(CCCC)CCCC.[F-].[Si]([O:26][C@H:27]1[CH2:36][C@@H:35]2[N:30]([C:31](=[O:52])/[C:32](=[CH:37]/[C:38]3[CH:43]=[CH:42][C:41]([N:44]4[CH:48]=[C:47]([CH3:49])[N:46]=[CH:45]4)=[C:40]([O:50][CH3:51])[CH:39]=3)/[CH2:33][CH2:34]2)[C@H:29]([C:53]2[CH:58]=[C:57]([F:59])[C:56]([F:60])=[C:55]([F:61])[CH:54]=2)[CH2:28]1)(C(C)(C)C)(C)C.[Cl-].[NH4+].C(OCC)(=O)C. Product: [F:59][C:57]1[CH:58]=[C:53]([C@@H:29]2[CH2:28][C@@H:27]([OH:26])[CH2:36][C@@H:35]3[N:30]2[C:31](=[O:52])/[C:32](=[CH:37]/[C:38]2[CH:43]=[CH:42][C:41]([N:44]4[CH:48]=[C:47]([CH3:49])[N:46]=[CH:45]4)=[C:40]([O:50][CH3:51])[CH:39]=2)/[CH2:33][CH2:34]3)[CH:54]=[C:55]([F:61])[C:56]=1[F:60]. The catalyst class is: 1.